Dataset: Full USPTO retrosynthesis dataset with 1.9M reactions from patents (1976-2016). Task: Predict the reactants needed to synthesize the given product. (1) Given the product [CH3:34][O:33][C:29]1[CH:28]=[C:27]([CH:32]=[CH:31][CH:30]=1)[C:4]([C:6]1[N:7]=[CH:8][N:9]([C:11]2[CH:12]=[C:13]([C:17]3[C:18]([C:23]#[N:24])=[CH:19][CH:20]=[CH:21][CH:22]=3)[CH:14]=[CH:15][CH:16]=2)[CH:10]=1)=[O:5], predict the reactants needed to synthesize it. The reactants are: CON(C)[C:4]([C:6]1[N:7]=[CH:8][N:9]([C:11]2[CH:12]=[C:13]([C:17]3[CH:22]=[CH:21][CH:20]=[CH:19][C:18]=3[C:23]#[N:24])[CH:14]=[CH:15][CH:16]=2)[CH:10]=1)=[O:5].Br[C:27]1[CH:28]=[C:29]([O:33][CH3:34])[CH:30]=[CH:31][CH:32]=1. (2) Given the product [C:36]([C:40]1[CH:44]=[C:43]([NH:45][C:27]([NH:4][C:3]2[CH:5]=[CH:6][C:7]([O:9][C:10]3[C:11]4[N:18]([CH3:19])[CH:17]=[CH:16][C:12]=4[N:13]=[CH:14][N:15]=3)=[CH:8][C:2]=2[Cl:1])=[O:28])[N:42]([CH3:46])[N:41]=1)([CH3:39])([CH3:37])[CH3:38], predict the reactants needed to synthesize it. The reactants are: [Cl:1][C:2]1[CH:8]=[C:7]([O:9][C:10]2[C:11]3[N:18]([CH3:19])[CH:17]=[CH:16][C:12]=3[N:13]=[CH:14][N:15]=2)[CH:6]=[CH:5][C:3]=1[NH2:4].N1C=CC=CC=1.Cl[C:27](OC1C=CC=CC=1)=[O:28].[C:36]([C:40]1[CH:44]=[C:43]([NH2:45])[N:42]([CH3:46])[N:41]=1)([CH3:39])([CH3:38])[CH3:37]. (3) Given the product [NH2:17][C:16]1[C:9]2[C:10](=[CH:11][N:12]=[CH:13][C:8]=2[C:5]2[CH:4]=[CH:3][C:2]([NH:1][C:20]([NH:19][C:22]3[CH:27]=[CH:26][CH:25]=[C:24]([C:28]([F:29])([F:30])[F:31])[CH:23]=3)=[O:21])=[CH:7][CH:6]=2)[N:14]([CH3:18])[N:15]=1, predict the reactants needed to synthesize it. The reactants are: [NH2:1][C:2]1[CH:7]=[CH:6][C:5]([C:8]2[CH:13]=[N:12][CH:11]=[C:10]3[N:14]([CH3:18])[N:15]=[C:16]([NH2:17])[C:9]=23)=[CH:4][CH:3]=1.[N:19]([C:22]1[CH:27]=[CH:26][CH:25]=[C:24]([C:28]([F:31])([F:30])[F:29])[CH:23]=1)=[C:20]=[O:21].FC1C=CC(C)=CC=1N=C=O.